From a dataset of Catalyst prediction with 721,799 reactions and 888 catalyst types from USPTO. Predict which catalyst facilitates the given reaction. Reactant: [NH2:1][C:2]1[C:14]([CH3:15])=[C:13]2[C:5]([C:6]3[C:11]([CH2:16][C:17]4[CH:22]=[CH:21][CH:20]=[CH:19][CH:18]=4)([CH2:12]2)[CH2:10][CH2:9][C:8](=[O:23])[C:7]=3[Br:24])=[CH:4][CH:3]=1.F[B-](F)(F)F.[N:30]#[O+].CC([O-])=O.[K+].C1OCCOC2C(=CC=CC=2)OCCOCCOC2C(=CC=CC=2)OC1. Product: [Br:24][C:7]1[C:8](=[O:23])[CH2:9][CH2:10][C:11]2([CH2:16][C:17]3[CH:22]=[CH:21][CH:20]=[CH:19][CH:18]=3)[C:6]=1[C:5]1[CH:4]=[CH:3][C:2]3[NH:1][N:30]=[CH:15][C:14]=3[C:13]=1[CH2:12]2. The catalyst class is: 2.